Dataset: Antibody paratope prediction from SAbDab with 1,023 antibody chains. Task: Token-level Classification. Given an antibody amino acid sequence, predict which amino acid positions are active in antigen binding. Output is a list of indices for active paratope positions. (1) Given the antibody sequence: QSVEESGGRLVTPGTPLTLTCTVSGFSLSSNAINWVRQAPGKGLEWIGYIAVSGNTYYASWAKGRFTISKASTTVDLKMTSPTAEDTGTYFCGKSNIWGPGTLVTVS, which amino acid positions are active in antigen binding (paratope)? The paratope positions are: [79, 80, 81]. (2) Given the antibody sequence: EVQLVESGGGLVQPGGSLRLSCAASGFTFSTYAMSWVRQAPGKGLEWVSSINNSGRNTFSADSVKGRFTISRDNSKNTLFLVMNSLRAEDTAVYYCAKDLRLGGGSDYWGQGTLVTVSS, which amino acid positions are active in antigen binding (paratope)? The paratope positions are: [52, 83, 84, 85, 104, 105]. (3) Given the antibody sequence: QVQLVQSGAEVKKPGASVKVSCKASGYTFTSYGINWVRQAPGQGLEWMGWISVYSGNTNYAQKVQGRVTMTADTSTSTAYMDLRSLRSDDTAVYYCAREGSSSSGDYYYGMDVWGQGTTVTVSS, which amino acid positions are active in antigen binding (paratope)? The paratope positions are: [52, 83, 84, 85, 104, 105, 106, 107, 108, 109, 110]. (4) The paratope positions are: [29, 30, 96, 97]. Given the antibody sequence: QSVLTQPPSVSAAPGQKVTISCSGSSSNIGRSYVSWYQQVPGAAPKLLIYDTNKRPSGVSDRFSGSKSGSSASLAITGLQTGDEADYYCGAWDGSLNVHIFGSGTKLTVL, which amino acid positions are active in antigen binding (paratope)? (5) The paratope positions are: [51, 52, 81, 82, 83]. Given the antibody sequence: VQLQESGPSLVKPSQTLSLTCSVTGDSITSDAWSWIRKFPGNRLEYMGYVSASGSTYYNPSLKSRISITRDTSKNQYYLDLNSVTTEDTATYYCANWDGDYWGQGTLVTVS, which amino acid positions are active in antigen binding (paratope)? (6) Given the antibody sequence: DVLMTQTPLSLPVNLGEQASISCRSSQSIVHSNGHTYLEWYLQRPGQSPKLLIYQVSTRFSGVPDRFSGSGSGTDFTLRISRVEAEDLGVYYCFQASLVPLTFGAGTKLELK, which amino acid positions are active in antigen binding (paratope)? The paratope positions are: [30, 31, 32, 33, 34].